From a dataset of Full USPTO retrosynthesis dataset with 1.9M reactions from patents (1976-2016). Predict the reactants needed to synthesize the given product. (1) Given the product [CH3:22][C:2]1([CH3:1])[CH2:7][CH2:6][CH2:5][C@H:4]([CH3:8])[C@H:3]1[CH2:9][CH2:10][C:11]([N:13]1[CH2:14][CH2:15][N:16]([C:19]([NH2:21])=[O:20])[CH2:17][CH2:18]1)=[O:12], predict the reactants needed to synthesize it. The reactants are: [CH3:1][C:2]1([CH3:22])[CH2:7][CH2:6][CH2:5][C@H:4]([CH3:8])[C@H:3]1/[CH:9]=[CH:10]/[C:11]([N:13]1[CH2:18][CH2:17][N:16]([C:19]([NH2:21])=[O:20])[CH2:15][CH2:14]1)=[O:12]. (2) Given the product [CH:1](=[N:15][C:16]1[CH:17]=[CH:18][C:19]([CH2:20][N:21]2[C:27]3[CH:28]=[CH:29][CH:30]=[CH:31][C:26]=3[N:25]([C:32]3[CH:37]=[CH:36][C:35]([CH2:38][NH:39][C:40]([O:42][C:43]([CH3:46])([CH3:44])[CH3:45])=[O:41])=[CH:34][CH:33]=3)[C:24](=[O:47])[CH2:23][C:22]2=[O:48])=[CH:49][CH:50]=1)[C:2]1[CH:7]=[CH:6][CH:5]=[CH:4][CH:3]=1, predict the reactants needed to synthesize it. The reactants are: [CH:1](=O)[C:2]1[CH:7]=[CH:6][CH:5]=[CH:4][CH:3]=1.C(O)(=O)C.CO.[NH2:15][C:16]1[CH:50]=[CH:49][C:19]([CH2:20][N:21]2[C:27]3[CH:28]=[CH:29][CH:30]=[CH:31][C:26]=3[N:25]([C:32]3[CH:37]=[CH:36][C:35]([CH2:38][NH:39][C:40]([O:42][C:43]([CH3:46])([CH3:45])[CH3:44])=[O:41])=[CH:34][CH:33]=3)[C:24](=[O:47])[CH2:23][C:22]2=[O:48])=[CH:18][CH:17]=1. (3) Given the product [F:1][C:2]([F:7])([F:6])[C:3]([OH:5])=[O:4].[F:8][C:9]([F:14])([F:13])[C:10]([OH:12])=[O:11].[Cl:22][C:23]1[CH:24]=[N:25][C:26]2[NH:27][C:28]3[CH:29]=[N:30][CH:31]=[C:32]([CH:54]=3)[CH2:33][CH2:34][C:35]3[CH:43]=[C:39]([NH:40][C:41]=1[N:42]=2)[CH:38]=[CH:37][C:36]=3[NH:44][C:45](=[O:53])[CH2:46][CH:47]1[CH2:52][CH2:51][N:50]([C:56]([NH:55][C:58]2[CH:63]=[CH:62][CH:61]=[C:60]([CH3:64])[CH:59]=2)=[O:57])[CH2:49][CH2:48]1, predict the reactants needed to synthesize it. The reactants are: [F:1][C:2]([F:7])([F:6])[C:3]([OH:5])=[O:4].[F:8][C:9]([F:14])([F:13])[C:10]([OH:12])=[O:11].FC(F)(F)C(O)=O.[Cl:22][C:23]1[CH:24]=[N:25][C:26]2[NH:27][C:28]3[CH:29]=[N:30][CH:31]=[C:32]([CH:54]=3)[CH2:33][CH2:34][C:35]3[CH:43]=[C:39]([NH:40][C:41]=1[N:42]=2)[CH:38]=[CH:37][C:36]=3[NH:44][C:45](=[O:53])[CH2:46][CH:47]1[CH2:52][CH2:51][NH:50][CH2:49][CH2:48]1.[N:55]([C:58]1[CH:63]=[CH:62][CH:61]=[C:60]([CH3:64])[CH:59]=1)=[C:56]=[O:57]. (4) Given the product [C:15]1([C:8]2[N:9]3[CH2:14][CH2:13][N:12]=[C:10]3[S:11][C:7]=2[CH:28]=[O:29])[C:24]2[C:19](=[CH:20][CH:21]=[CH:22][CH:23]=2)[CH:18]=[CH:17][CH:16]=1, predict the reactants needed to synthesize it. The reactants are: C([Mg]Cl)C.Br.Br[C:7]1[S:11][C:10]2=[N:12][CH2:13][CH2:14][N:9]2[C:8]=1[C:15]1[C:24]2[C:19](=[CH:20][CH:21]=[CH:22][CH:23]=2)[CH:18]=[CH:17][CH:16]=1.CN([CH:28]=[O:29])C.